Task: Predict the reactants needed to synthesize the given product.. Dataset: Full USPTO retrosynthesis dataset with 1.9M reactions from patents (1976-2016) (1) Given the product [Cl:11][C:14]1[CH:15]=[CH:1][C:2]([C:3]([Cl:13])=[O:5])=[CH:19][N:16]=1, predict the reactants needed to synthesize it. The reactants are: [C:1](OCC)(=O)[CH2:2][C:3]([O-:5])=O.[K+].[Cl-:11].[Mg+2].[Cl-:13].[CH2:14]([N:16]([CH2:19]C)CC)[CH3:15]. (2) Given the product [CH3:20][O:19][C:12]1[CH:13]=[CH:14][CH:15]=[C:16]([O:17][CH3:18])[C:11]=1[CH:2]1[N:1]([CH2:29][C:28]2[CH:31]=[CH:32][CH:33]=[C:26]([C:22]3[S:21][CH:25]=[CH:24][N:23]=3)[CH:27]=2)[C:7](=[O:9])[CH2:6][CH2:5][CH2:4][CH2:3]1, predict the reactants needed to synthesize it. The reactants are: [NH2:1][CH:2]([C:11]1[C:16]([O:17][CH3:18])=[CH:15][CH:14]=[CH:13][C:12]=1[O:19][CH3:20])[CH2:3][CH2:4][CH2:5][CH2:6][C:7]([O:9]C)=O.[S:21]1[CH:25]=[CH:24][N:23]=[C:22]1[C:26]1[CH:27]=[C:28]([CH:31]=[CH:32][CH:33]=1)[CH:29]=O. (3) Given the product [Cl:12][C:8]1[CH:7]=[C:6]([CH:11]=[CH:10][CH:9]=1)[C:5]([N:4]([CH2:14][C:15]([N:17]1[CH2:21][C:20](=[O:22])[N:19]([C:23]2[CH:28]=[CH:27][CH:26]=[C:25]([Cl:29])[C:24]=2[CH3:30])[CH2:18]1)=[O:16])[CH2:3][CH2:2][NH:1][S:32]([CH3:31])(=[O:34])=[O:33])=[O:13], predict the reactants needed to synthesize it. The reactants are: [NH2:1][CH2:2][CH2:3][N:4]([CH2:14][C:15]([N:17]1[CH2:21][C:20](=[O:22])[N:19]([C:23]2[CH:28]=[CH:27][CH:26]=[C:25]([Cl:29])[C:24]=2[CH3:30])[CH2:18]1)=[O:16])[C:5](=[O:13])[C:6]1[CH:11]=[CH:10][CH:9]=[C:8]([Cl:12])[CH:7]=1.[CH3:31][S:32](Cl)(=[O:34])=[O:33]. (4) Given the product [O:7]=[S:8]1(=[O:25])[CH2:12][CH2:11][CH2:10][N:9]1[C:13]12[CH2:21][CH:17]3[CH2:18][CH:19]([CH2:20]1)[C:15]([C:22]([OH:28])=[O:24])([CH2:16]3)[CH2:14]2, predict the reactants needed to synthesize it. The reactants are: [OH-].[Na+].BrBr.Br[O-].[O:7]=[S:8]1(=[O:25])[CH2:12][CH2:11][CH2:10][N:9]1[C:13]12[CH2:21][CH:17]3[CH2:18][CH:19]([CH2:20]1)[C:15]([C:22](=[O:24])C)([CH2:16]3)[CH2:14]2.CC(O)=[O:28]. (5) Given the product [CH2:9]([O:8][C:6]([C:5]1[CH:11]=[CH:12][C:2]([N:20]2[CH2:25][CH2:24][NH:23][CH2:22][CH2:21]2)=[N:3][CH:4]=1)=[O:7])[CH3:10], predict the reactants needed to synthesize it. The reactants are: Cl[C:2]1[CH:12]=[CH:11][C:5]([C:6]([O:8][CH2:9][CH3:10])=[O:7])=[CH:4][N:3]=1.C(OC([N:20]1[CH2:25][CH2:24][NH:23][CH2:22][CH2:21]1)=O)(C)(C)C.C(=O)([O-])[O-].[K+].[K+].O. (6) Given the product [ClH:1].[ClH:34].[Cl:26][C:7]1[C:8]([NH:12][C:13](=[O:25])[CH2:14][CH:15]2[CH2:20][CH2:19][CH:18]([C:21]([F:24])([F:23])[F:22])[CH2:17][CH2:16]2)=[C:9]2[C:4](=[CH:5][CH:6]=1)[N:3]=[C:2]([N:28]([CH3:27])[CH2:29][CH2:30][CH2:31][NH:32][CH3:33])[CH:11]=[CH:10]2, predict the reactants needed to synthesize it. The reactants are: [Cl:1][C:2]1[CH:11]=[CH:10][C:9]2[C:4](=[CH:5][CH:6]=[C:7]([Cl:26])[C:8]=2[NH:12][C:13](=[O:25])[CH2:14][CH:15]2[CH2:20][CH2:19][CH:18]([C:21]([F:24])([F:23])[F:22])[CH2:17][CH2:16]2)[N:3]=1.[CH3:27][NH:28][CH2:29][CH2:30][CH2:31][NH:32][CH3:33].[ClH:34]. (7) The reactants are: [C:9](O[C:9]([O:11][C:12]([CH3:15])([CH3:14])[CH3:13])=[O:10])([O:11][C:12]([CH3:15])([CH3:14])[CH3:13])=[O:10].Br.[NH2:17][C:18]1[S:19][C:20]([Br:23])=[CH:21][N:22]=1. Given the product [C:12]([O:11][C:9](=[O:10])[NH:17][C:18]1[S:19][C:20]([Br:23])=[CH:21][N:22]=1)([CH3:13])([CH3:14])[CH3:15], predict the reactants needed to synthesize it. (8) Given the product [OH:4][N:5]1[C:10](=[O:11])[C:9]2[S:12][CH:13]=[CH:14][C:8]=2[N:7]([CH2:15][C:16]2[CH:21]=[CH:20][C:19]3[C:18](=[CH:35][CH:29]=[CH:30][CH:32]=3)[CH:17]=2)[C:6]1=[O:23], predict the reactants needed to synthesize it. The reactants are: C([O:4][N:5]1[C:10](=[O:11])[C:9]2[S:12][CH:13]=[CH:14][C:8]=2[N:7]([CH2:15][C:16]2[CH:21]=[CH:20][CH:19]=[C:18](Br)[CH:17]=2)[C:6]1=[O:23])C=C.BrCC1O[C:30]2[CH:32]=CC=[CH:35][C:29]=2OC1. (9) Given the product [Br:1][C:2]1[CH:3]=[C:4]2[C:5]([CH2:15][CH2:16][C:17](=[O:18])[N:19]2[C:20]2[C:25]([Cl:26])=[CH:24][CH:23]=[CH:22][C:21]=2[Cl:27])=[C:6]([C:8]2[CH:13]=[CH:12][CH:11]=[CH:10][C:9]=2[Cl:14])[N:7]=1, predict the reactants needed to synthesize it. The reactants are: [Br:1][C:2]1[N:7]=[C:6]([C:8]2[CH:13]=[CH:12][CH:11]=[CH:10][C:9]=2[Cl:14])[C:5]([CH2:15][CH2:16][C:17]([NH:19][C:20]2[C:25]([Cl:26])=[CH:24][CH:23]=[CH:22][C:21]=2[Cl:27])=[O:18])=[CH:4][CH:3]=1.C([O-])([O-])=O.[K+].[K+]. (10) Given the product [CH2:1]([N:4]1[CH2:5][CH2:6][N:7]([C:10]2[N:15]=[CH:14][C:13]([NH:16][S:26]([C:23]3[CH:24]=[CH:25][C:20]([CH:17]([CH3:19])[CH3:18])=[CH:21][CH:22]=3)(=[O:28])=[O:27])=[CH:12][N:11]=2)[CH2:8][CH2:9]1)[CH:2]=[CH2:3], predict the reactants needed to synthesize it. The reactants are: [CH2:1]([N:4]1[CH2:9][CH2:8][N:7]([C:10]2[N:15]=[CH:14][C:13]([NH2:16])=[CH:12][N:11]=2)[CH2:6][CH2:5]1)[CH:2]=[CH2:3].[CH:17]([C:20]1[CH:25]=[CH:24][C:23]([S:26](Cl)(=[O:28])=[O:27])=[CH:22][CH:21]=1)([CH3:19])[CH3:18].C(N(CC)CC)C.